From a dataset of Forward reaction prediction with 1.9M reactions from USPTO patents (1976-2016). Predict the product of the given reaction. (1) Given the reactants [Cl:1][C:2]1[N:10]=[CH:9][CH:8]=[CH:7][C:3]=1[C:4]([OH:6])=[O:5].S(Cl)(Cl)=O.[CH3:15]O.Cl, predict the reaction product. The product is: [CH3:15][O:5][C:4](=[O:6])[C:3]1[CH:7]=[CH:8][CH:9]=[N:10][C:2]=1[Cl:1]. (2) Given the reactants [C:14]1(P([C:14]2[CH:19]=[CH:18][CH:17]=[CH:16][CH:15]=2)[C:14]2[CH:19]=[CH:18][CH:17]=[CH:16][CH:15]=2)[CH:19]=[CH:18][CH:17]=[CH:16][CH:15]=1.[C:20]1(=[O:30])[NH:24][C:23](=[O:25])[C:22]2=[CH:26][CH:27]=[CH:28][CH:29]=[C:21]12.[CH3:31][CH:32]([O:34][C:35](/N=N/[C:35]([O:34][CH:32](C)[CH3:31])=[O:36])=[O:36])C.[CH2:45]1COCC1, predict the reaction product. The product is: [O:25]=[C:23]1[C:22]2[C:21](=[CH:29][CH:28]=[CH:27][CH:26]=2)[C:20](=[O:30])[N:24]1[CH:14]1[CH2:15][CH2:16][C:17]([CH3:45])([C:35]([O:34][CH2:32][CH3:31])=[O:36])[CH2:18][CH2:19]1. (3) Given the reactants [C:1]([O:5][C:6]([N:8]1[CH2:13][C:12]([CH3:15])([CH3:14])[N:11]([CH2:16][C:17]2[CH:22]=[C:21](Br)[N:20]=[C:19]3[N:24]([CH:28]4[CH2:33][CH2:32][CH2:31][CH2:30][O:29]4)[N:25]=[C:26]([CH3:27])[C:18]=23)[CH2:10][C:9]1([CH2:35][CH3:36])[CH3:34])=[O:7])([CH3:4])([CH3:3])[CH3:2].[OH:37][C:38]1[CH:43]=[CH:42][C:41](B(O)O)=[CH:40][CH:39]=1.C(=O)([O-])[O-].[K+].[K+].O, predict the reaction product. The product is: [C:1]([O:5][C:6]([N:8]1[CH2:13][C:12]([CH3:15])([CH3:14])[N:11]([CH2:16][C:17]2[CH:22]=[C:21]([C:41]3[CH:42]=[CH:43][C:38]([OH:37])=[CH:39][CH:40]=3)[N:20]=[C:19]3[N:24]([CH:28]4[CH2:33][CH2:32][CH2:31][CH2:30][O:29]4)[N:25]=[C:26]([CH3:27])[C:18]=23)[CH2:10][C:9]1([CH2:35][CH3:36])[CH3:34])=[O:7])([CH3:4])([CH3:3])[CH3:2]. (4) Given the reactants [OH:1]/[N:2]=[C:3](\Cl)/[C:4]1[CH:9]=[CH:8][CH:7]=[CH:6][CH:5]=1.[CH3:11][O:12][C:13](=[O:20])[CH2:14][C:15](=O)[CH2:16][O:17][CH3:18], predict the reaction product. The product is: [CH3:11][O:12][C:13]([C:14]1[C:3]([C:4]2[CH:9]=[CH:8][CH:7]=[CH:6][CH:5]=2)=[N:2][O:1][C:15]=1[CH2:16][O:17][CH3:18])=[O:20]. (5) Given the reactants [F:1][C:2]1[CH:26]=[C:25]([F:27])[CH:24]=[CH:23][C:3]=1[CH2:4][O:5][C:6]1[N:7]=[CH:8][N:9]([C:13]2[CH:14]=[C:15]([CH:19]=[CH:20][C:21]=2[CH3:22])[C:16]([OH:18])=[O:17])[C:10](=[O:12])[CH:11]=1.[Cl:28]N1C(=O)CCC1=O.ClC(Cl)C(O)=O, predict the reaction product. The product is: [Cl:28][C:11]1[C:10](=[O:12])[N:9]([C:13]2[CH:14]=[C:15]([CH:19]=[CH:20][C:21]=2[CH3:22])[C:16]([OH:18])=[O:17])[CH:8]=[N:7][C:6]=1[O:5][CH2:4][C:3]1[CH:23]=[CH:24][C:25]([F:27])=[CH:26][C:2]=1[F:1]. (6) Given the reactants [CH3:1][O:2][C:3]1[CH:4]=[C:5]2[C:10](=[CH:11][CH:12]=1)[C:9](=[O:13])[CH2:8][CH2:7][CH2:6]2.[NH:14]1[CH2:18][CH2:17][CH2:16][CH2:15]1.[CH2:19]=O, predict the reaction product. The product is: [CH3:1][O:2][C:3]1[CH:4]=[C:5]2[C:10](=[CH:11][CH:12]=1)[C:9](=[O:13])[CH:8]([CH2:19][N:14]1[CH2:18][CH2:17][CH2:16][CH2:15]1)[CH2:7][CH2:6]2.